This data is from Full USPTO retrosynthesis dataset with 1.9M reactions from patents (1976-2016). The task is: Predict the reactants needed to synthesize the given product. (1) The reactants are: [C:1]([O:5][C:6](=[O:17])[C:7]1[CH:12]=[C:11]([CH:13]=[CH2:14])[C:10]([CH:15]=[CH2:16])=[N:9][CH:8]=1)([CH3:4])([CH3:3])[CH3:2].CO. Given the product [C:1]([O:5][C:6](=[O:17])[C:7]1[CH:12]=[C:11]([CH2:13][CH3:14])[C:10]([CH2:15][CH3:16])=[N:9][CH:8]=1)([CH3:3])([CH3:4])[CH3:2], predict the reactants needed to synthesize it. (2) Given the product [CH:25]1([NH:24][C:3](=[O:20])[C:4]2[CH:9]=[CH:8][C:7]([CH3:10])=[C:6]([N:11]3[CH:16]=[CH:15][N:14]=[C:13]([NH:32][C:31]([C:33]4[CH:38]=[CH:37][CH:36]=[CH:35][C:34]=4[OH:39])([CH3:30])[CH3:47])[C:12]3=[O:19])[CH:5]=2)[CH2:27][CH2:26]1, predict the reactants needed to synthesize it. The reactants are: CO[C:3](=[O:20])[C:4]1[CH:9]=[CH:8][C:7]([CH3:10])=[C:6]([N:11]2[CH:16]=[C:15](Br)[N:14]=[C:13](Br)[C:12]2=[O:19])[CH:5]=1.C([N:24](CC)[CH:25]([CH3:27])[CH3:26])(C)C.[CH3:30][C:31]([CH3:47])([C:33]1[CH:38]=[CH:37][CH:36]=[CH:35][C:34]=1[O:39]CC1C=CC=CC=1)[NH2:32].C1(N)CC1.C1([Mg]Br)CCCC1.[NH4+].[Cl-]. (3) Given the product [CH:1]1([NH:6][C:7]2[N:12]3[N:13]=[C:14]([C:23]4[CH:28]=[CH:27][C:26]([F:29])=[CH:25][CH:24]=4)[C:15]([C:16]4[CH:17]=[CH:18][N:39]=[C:37]([NH:36][CH:31]5[CH2:35][CH2:34][CH2:33][CH2:32]5)[N:38]=4)=[C:11]3[CH:10]=[CH:9][CH:8]=2)[CH2:2][CH2:3][CH2:4][CH2:5]1, predict the reactants needed to synthesize it. The reactants are: [CH:1]1([NH:6][C:7]2[N:12]3[N:13]=[C:14]([C:23]4[CH:28]=[CH:27][C:26]([F:29])=[CH:25][CH:24]=4)[C:15]([C:16](=O)/[CH:17]=[CH:18]/N(C)C)=[C:11]3[CH:10]=[CH:9][CH:8]=2)[CH2:5][CH2:4][CH2:3][CH2:2]1.Cl.[CH:31]1([NH:36][C:37]([NH2:39])=[NH:38])[CH2:35][CH2:34][CH2:33][CH2:32]1.CC(C)([O-])C.[K+].CCOCC. (4) Given the product [CH3:23][C:2]1[O:4][C:5](=[O:11])[O:6][C:7]=1[C:15]1[CH:20]=[CH:19][CH:18]=[CH:17][CH:16]=1, predict the reactants needed to synthesize it. The reactants are: Cl[C:2](Cl)([O:4][C:5](=[O:11])[O:6][C:7](Cl)(Cl)Cl)Cl.CN(C)[C:15]1[CH:20]=[CH:19][CH:18]=[CH:17][CH:16]=1.O.[C:23]1(C)C=CC=CC=1.